Task: Predict the reactants needed to synthesize the given product.. Dataset: Full USPTO retrosynthesis dataset with 1.9M reactions from patents (1976-2016) (1) Given the product [CH3:22][C:21]1[CH:20]=[CH:19][N:18]=[CH:17][C:16]=1[N:10]1[CH2:9][CH2:8][C:7]2[C:12](=[CH:13][C:4]([N+:1]([O-:3])=[O:2])=[CH:5][CH:6]=2)[C:11]1=[O:14], predict the reactants needed to synthesize it. The reactants are: [N+:1]([C:4]1[CH:13]=[C:12]2[C:7]([CH2:8][CH2:9][NH:10][C:11]2=[O:14])=[CH:6][CH:5]=1)([O-:3])=[O:2].I[C:16]1[CH:17]=[N:18][CH:19]=[CH:20][C:21]=1[CH3:22].P([O-])([O-])([O-])=O.[K+].[K+].[K+]. (2) Given the product [CH2:1]([N:8]1[CH2:33][CH2:32][C:11]2[N:12]=[C:13]([C:36]3[C:37]([CH3:41])=[CH:38][CH:39]=[CH:40][C:35]=3[CH3:34])[N:14]=[C:15]([N:16]3[C@H:21]([CH3:22])[CH2:20][N:19]([C:23]([O:25][C:26]([CH3:29])([CH3:28])[CH3:27])=[O:24])[C@@H:18]([CH3:30])[CH2:17]3)[C:10]=2[CH2:9]1)[C:2]1[CH:7]=[CH:6][CH:5]=[CH:4][CH:3]=1, predict the reactants needed to synthesize it. The reactants are: [CH2:1]([N:8]1[CH2:33][CH2:32][C:11]2[N:12]=[C:13](Cl)[N:14]=[C:15]([N:16]3[C@H:21]([CH3:22])[CH2:20][N:19]([C:23]([O:25][C:26]([CH3:29])([CH3:28])[CH3:27])=[O:24])[C@@H:18]([CH3:30])[CH2:17]3)[C:10]=2[CH2:9]1)[C:2]1[CH:7]=[CH:6][CH:5]=[CH:4][CH:3]=1.[CH3:34][C:35]1[CH:40]=[CH:39][CH:38]=[C:37]([CH3:41])[C:36]=1B(O)O.C(=O)([O-])[O-].[Na+].[Na+].